This data is from Full USPTO retrosynthesis dataset with 1.9M reactions from patents (1976-2016). The task is: Predict the reactants needed to synthesize the given product. (1) Given the product [Cl:27][C:28]1[CH:33]=[CH:32][C:31]([NH:34][C:35]([NH:24][C:21]2[CH:22]=[CH:23][C:18]([N:6]3[CH:5]=[N:4][C:3]4[C:7]3=[N:8][CH:9]=[N:10][C:2]=4[N:11]3[CH2:16][CH2:15][O:14][CH2:13][CH2:12]3)=[CH:19][CH:20]=2)=[O:36])=[CH:30][C:29]=1[C:37]([F:38])([F:39])[F:40], predict the reactants needed to synthesize it. The reactants are: Cl[C:2]1[N:10]=[CH:9][N:8]=[C:7]2[C:3]=1[NH:4][CH:5]=[N:6]2.[NH:11]1[CH2:16][CH2:15][O:14][CH2:13][CH2:12]1.F[C:18]1[CH:23]=[CH:22][C:21]([N+:24]([O-])=O)=[CH:20][CH:19]=1.[Cl:27][C:28]1[CH:33]=[CH:32][C:31]([N:34]=[C:35]=[O:36])=[CH:30][C:29]=1[C:37]([F:40])([F:39])[F:38]. (2) Given the product [CH3:25][NH:24][C:13]1[S:14][C@H:15]2[O:16][C@H:17]([C@H:18]([OH:23])[C:19]([F:22])([F:20])[F:21])[C@@H:9]([OH:8])[CH2:10][C@H:11]2[N:12]=1, predict the reactants needed to synthesize it. The reactants are: C([O:8][C@@H:9]1[C@@H:17]([C@H:18]([OH:23])[C:19]([F:22])([F:21])[F:20])[O:16][C@H:15]2[C@H:11]([N:12]=[C:13]([N:24](C)[C:25](=O)OC(C)(C)C)[S:14]2)[CH2:10]1)C1C=CC=CC=1.B(Cl)(Cl)Cl. (3) Given the product [CH3:29][C:30]1[CH:35]=[C:34]([CH3:36])[N:33]=[C:32]([N:37]2[CH2:44][CH:43]3[CH:39]([CH2:40][N:41]([C:67]([C:66]4[C:70]([C:74]5[O:78][N:77]=[C:76]([CH3:79])[N:75]=5)=[CH:71][CH:72]=[CH:73][C:65]=4[F:64])=[O:68])[CH2:42]3)[CH2:38]2)[N:31]=1, predict the reactants needed to synthesize it. The reactants are: N1N=C(C2C=CC=CC=2C(N2CC3CN(C(OC(C)(C)C)=O)CC3C2)=O)NC=1.[CH3:29][C:30]1[CH:35]=[C:34]([CH3:36])[N:33]=[C:32]([N:37]2[CH2:44][CH:43]3[CH:39]([CH2:40][NH:41][CH2:42]3)[CH2:38]2)[N:31]=1.CC(O)=O.C(OC(N1CC2C(CNC2)C1)=O)(C)(C)C.[F:64][C:65]1[CH:73]=[CH:72][CH:71]=[C:70]([C:74]2[O:78][N:77]=[C:76]([CH3:79])[N:75]=2)[C:66]=1[C:67](O)=[O:68].N1N=C(C2C=CC=CC=2C(O)=O)NC=1. (4) The reactants are: [Cl:1][C:2]1[CH:24]=[C:23]([N+:25]([O-:27])=[O:26])[CH:22]=[CH:21][C:3]=1[O:4][C:5]1[CH:6]=[C:7]([CH:18]=[CH:19][CH:20]=1)[C:8]([NH:10][C:11]([CH3:17])([C:13]([O:15]C)=[O:14])[CH3:12])=[O:9].C(O)(C)C.[OH-].[Na+].Cl. Given the product [Cl:1][C:2]1[CH:24]=[C:23]([N+:25]([O-:27])=[O:26])[CH:22]=[CH:21][C:3]=1[O:4][C:5]1[CH:6]=[C:7]([CH:18]=[CH:19][CH:20]=1)[C:8]([NH:10][C:11]([CH3:12])([C:13]([OH:15])=[O:14])[CH3:17])=[O:9], predict the reactants needed to synthesize it. (5) Given the product [CH2:9]1[CH2:10][O:1][CH2:7][CH2:8]1.[O:1]1[CH2:10][CH2:9][CH2:8][CH2:7]1, predict the reactants needed to synthesize it. The reactants are: [O:1]=P(Cl)(Cl)Cl.N1C=[CH:10][CH:9]=[CH:8][CH:7]=1. (6) Given the product [F:1][C:2]1[CH:27]=[C:26]([F:28])[CH:25]=[CH:24][C:3]=1[O:4][CH:5]([C:9]1[CH:14]=[CH:13][C:12]([S:15]([N:18]2[CH2:19][CH2:20][CH2:21][CH2:22][CH2:23]2)(=[O:16])=[O:17])=[CH:11][CH:10]=1)[C:6]([NH:38][C:30]1[S:31][C:32]2[C:37]([N:29]=1)=[CH:36][CH:35]=[CH:34][N:33]=2)=[O:7], predict the reactants needed to synthesize it. The reactants are: [F:1][C:2]1[CH:27]=[C:26]([F:28])[CH:25]=[CH:24][C:3]=1[O:4][CH:5]([C:9]1[CH:14]=[CH:13][C:12]([S:15]([N:18]2[CH2:23][CH2:22][CH2:21][CH2:20][CH2:19]2)(=[O:17])=[O:16])=[CH:11][CH:10]=1)[C:6](O)=[O:7].[N:29]1[C:37]2[C:32](=[N:33][CH:34]=[CH:35][CH:36]=2)[S:31][C:30]=1[NH2:38].C1C=CC2N(O)N=NC=2C=1.CCN=C=NCCCN(C)C.CN1CCOCC1. (7) Given the product [CH2:28]([N:30]1[CH2:35][CH2:34][N:33]([CH:2]([C:4]2[C:5]([F:27])=[CH:6][C:7]3[O:16][CH2:15][CH2:14][N:13]4[CH:12]=[C:11]([C:17]5[N:18]([CH:23]([CH3:25])[CH3:24])[N:19]=[C:20]([CH3:22])[N:21]=5)[N:10]=[C:9]4[C:8]=3[CH:26]=2)[CH3:3])[CH2:32][CH2:31]1)[CH3:29], predict the reactants needed to synthesize it. The reactants are: Br[CH:2]([C:4]1[C:5]([F:27])=[CH:6][C:7]2[O:16][CH2:15][CH2:14][N:13]3[C:9](=[N:10][C:11]([C:17]4[N:18]([CH:23]([CH3:25])[CH3:24])[N:19]=[C:20]([CH3:22])[N:21]=4)=[CH:12]3)[C:8]=2[CH:26]=1)[CH3:3].[CH2:28]([N:30]1[CH2:35][CH2:34][NH:33][CH2:32][CH2:31]1)[CH3:29].CCN(C(C)C)C(C)C. (8) Given the product [CH2:14]([NH:13][C:11]1[S:12][C:8]([C:6]2[CH:5]=[CH:4][N:3]=[C:2]([NH:37][C:34]3[CH:35]=[CH:36][C:31]([N:25]4[CH2:30][CH2:29][O:28][CH2:27][CH2:26]4)=[C:32]([C:38]([F:41])([F:40])[F:39])[CH:33]=3)[N:7]=2)=[C:9]([C:16]2[CH:21]=[C:20]([O:22][CH3:23])[CH:19]=[C:18]([CH3:24])[CH:17]=2)[N:10]=1)[CH3:15], predict the reactants needed to synthesize it. The reactants are: Cl[C:2]1[N:7]=[C:6]([C:8]2[S:12][C:11]([NH:13][CH2:14][CH3:15])=[N:10][C:9]=2[C:16]2[CH:21]=[C:20]([O:22][CH3:23])[CH:19]=[C:18]([CH3:24])[CH:17]=2)[CH:5]=[CH:4][N:3]=1.[N:25]1([C:31]2[CH:36]=[CH:35][C:34]([NH2:37])=[CH:33][C:32]=2[C:38]([F:41])([F:40])[F:39])[CH2:30][CH2:29][O:28][CH2:27][CH2:26]1. (9) Given the product [CH:1]1([NH:7][C:8]2[C:13]([CH:14]=[O:15])=[CH:12][N:11]=[C:10]3[N:16]([CH2:22][O:23][CH2:24][CH2:25][Si:26]([CH3:29])([CH3:28])[CH3:27])[CH:17]=[CH:18][C:9]=23)[CH2:2][CH2:3][CH2:4][CH2:5][CH2:6]1, predict the reactants needed to synthesize it. The reactants are: [CH:1]1([NH:7][C:8]2[C:13]([CH:14]=[O:15])=[CH:12][N:11]=[C:10]3[NH:16][CH:17]=[CH:18][C:9]=23)[CH2:6][CH2:5][CH2:4][CH2:3][CH2:2]1.[H-].[Na+].Cl[CH2:22][O:23][CH2:24][CH2:25][Si:26]([CH3:29])([CH3:28])[CH3:27].O. (10) The reactants are: [CH3:1][O:2][C:3]1[CH:28]=[C:27]([O:29][CH3:30])[CH:26]=[CH:25][C:4]=1[CH2:5][N:6]([C:19]1[CH:24]=[CH:23][N:22]=[CH:21][N:20]=1)[S:7]([C:10]1[CH:15]=[C:14]([F:16])[C:13](F)=[CH:12][C:11]=1[F:18])(=[O:9])=[O:8].[N:31]1([C@H:36]2[CH2:41][CH2:40][CH2:39][CH2:38][C@@H:37]2[OH:42])[CH:35]=[CH:34][N:33]=[CH:32]1.[H-].[Na+]. Given the product [CH3:1][O:2][C:3]1[CH:28]=[C:27]([O:29][CH3:30])[CH:26]=[CH:25][C:4]=1[CH2:5][N:6]([C:19]1[CH:24]=[CH:23][N:22]=[CH:21][N:20]=1)[S:7]([C:10]1[CH:15]=[C:14]([F:16])[C:13]([O:42][C@H:37]2[CH2:38][CH2:39][CH2:40][CH2:41][C@@H:36]2[N:31]2[CH:35]=[CH:34][N:33]=[CH:32]2)=[CH:12][C:11]=1[F:18])(=[O:8])=[O:9], predict the reactants needed to synthesize it.